From a dataset of Reaction yield outcomes from USPTO patents with 853,638 reactions. Predict the reaction yield, written as a fraction of the theoretical maximum amount of product (1.0 means a 100% yield; for example, 0.34 means a 34% yield). (1) The catalyst is CO. The yield is 0.760. The product is [N:11]1[C:10]([C:5]2[CH:6]=[CH:7][CH:8]=[CH:9][C:4]=2[NH2:1])=[CH:18][N:13]2[CH:14]=[CH:15][CH:16]=[N:17][C:12]=12. The reactants are [N+:1]([C:4]1[CH:9]=[CH:8][CH:7]=[CH:6][C:5]=1[C:10]1[N:11]=[C:12]2[N:17]=[CH:16][CH:15]=[CH:14][N:13]2[CH:18]=1)([O-])=O. (2) The reactants are CCO[C:4](/[N:6]=N/C(OCC)=O)=O.C1C=CC(P(C2C=CC=CC=2)C2C=CC=CC=2)=CC=1.O[CH2:33][CH2:34][C:35]1[O:36][C:37]([CH2:40][CH2:41][O:42][CH2:43][C:44]2[CH:49]=[CH:48][CH:47]=[CH:46][CH:45]=2)=[CH:38][CH:39]=1.CC(C)(O)C#N. The catalyst is C1COCC1. The product is [C:44]1([CH2:43][O:42][CH2:41][CH2:40][C:37]2[O:36][C:35]([CH2:34][CH2:33][C:4]#[N:6])=[CH:39][CH:38]=2)[CH:49]=[CH:48][CH:47]=[CH:46][CH:45]=1. The yield is 0.260. (3) The catalyst is O1CCOCC1. The product is [NH2:22][C:3]1[C:2]([Cl:1])=[C:10]([NH:11][S:12]([CH2:15][CH:16]2[CH2:18][CH2:17]2)(=[O:14])=[O:13])[CH:9]=[CH:8][C:7]=1[F:19]. The yield is 0.550. The reactants are [Cl:1][C:2]1[C:10]([NH:11][S:12]([CH2:15][CH:16]2[CH2:18][CH2:17]2)(=[O:14])=[O:13])=[CH:9][CH:8]=[C:7]([F:19])[C:3]=1C(O)=O.C([N:22](CC)CC)C.C1C=CC(OP(OC2C=CC=CC=2)(N=[N+]=[N-])=O)=CC=1.O. (4) The reactants are [C:1]([O:5][C:6]([N:8]1[CH2:12][CH2:11][CH2:10][CH:9]1[C:13]1[NH:14][C:15]([C:18]2[CH:23]=[CH:22][C:21](Br)=[CH:20][CH:19]=2)=[CH:16][N:17]=1)=[O:7])([CH3:4])([CH3:3])[CH3:2].[CH3:25][O:26][C:27](=[O:64])[NH:28][CH:29]([C:33]([N:35]1[CH2:39][CH2:38][CH2:37][CH:36]1[C:40]1[NH:41][C:42]([C:45]2[CH:54]=[CH:53][C:52]3[C:47](=[CH:48][CH:49]=[C:50](B4OC(C)(C)C(C)(C)O4)[CH:51]=3)[CH:46]=2)=[CH:43][N:44]=1)=[O:34])[CH:30]([CH3:32])[CH3:31].[O-]P([O-])([O-])=O.[K+].[K+].[K+].CC1(C)C2C(=C(P(C3C=CC=CC=3)C3C=CC=CC=3)C=CC=2)OC2C(P(C3C=CC=CC=3)C3C=CC=CC=3)=CC=CC1=2. The catalyst is COCCOC.CCOC(C)=O.CO.C1C=CC(/C=C/C(/C=C/C2C=CC=CC=2)=O)=CC=1.C1C=CC(/C=C/C(/C=C/C2C=CC=CC=2)=O)=CC=1.C1C=CC(/C=C/C(/C=C/C2C=CC=CC=2)=O)=CC=1.[Pd].[Pd]. The product is [C:1]([O:5][C:6]([N:8]1[CH2:12][CH2:11][CH2:10][CH:9]1[C:13]1[NH:14][C:15]([C:18]2[CH:23]=[CH:22][C:21]([C:50]3[CH:49]=[CH:48][C:47]4[C:52](=[CH:53][CH:54]=[C:45]([C:42]5[NH:41][C:40]([CH:36]6[CH2:37][CH2:38][CH2:39][N:35]6[C:33](=[O:34])[CH:29]([NH:28][C:27]([O:26][CH3:25])=[O:64])[CH:30]([CH3:32])[CH3:31])=[N:44][CH:43]=5)[CH:46]=4)[CH:51]=3)=[CH:20][CH:19]=2)=[CH:16][N:17]=1)=[O:7])([CH3:4])([CH3:3])[CH3:2]. The yield is 0.490. (5) The reactants are C([O:4][C@H:5]1[CH2:22][CH2:21][C@@:20]2([CH3:23])[C@@H:7]([CH2:8][CH2:9][C@:10]3([CH3:41])[C@@H:19]2[CH2:18][CH2:17][C@H:16]2[C@@:11]3([CH3:40])[CH2:12][CH2:13][C@@:14]3([C:30]([N:32]4[CH2:37][CH2:36][N:35]([CH2:38][CH3:39])[CH2:34][CH2:33]4)=[O:31])[CH2:26][CH2:25][C@@H:24]([C:27]([CH3:29])=[CH2:28])[C@@H:15]32)[C:6]1([CH3:43])[CH3:42])(=O)C.C(=O)([O-])[O-].[K+].[K+]. The catalyst is C1COCC1.CO. The product is [CH2:38]([N:35]1[CH2:34][CH2:33][N:32]([C:30]([C@:14]23[CH2:26][CH2:25][C@@H:24]([C:27]([CH3:29])=[CH2:28])[C@@H:15]2[C@@H:16]2[C@@:11]([CH3:40])([CH2:12][CH2:13]3)[C@@:10]3([CH3:41])[C@@H:19]([C@:20]4([CH3:23])[C@@H:7]([CH2:8][CH2:9]3)[C:6]([CH3:42])([CH3:43])[C@@H:5]([OH:4])[CH2:22][CH2:21]4)[CH2:18][CH2:17]2)=[O:31])[CH2:37][CH2:36]1)[CH3:39]. The yield is 0.990.